Dataset: Forward reaction prediction with 1.9M reactions from USPTO patents (1976-2016). Task: Predict the product of the given reaction. Given the reactants [CH3:1][C:2]1[C:10]2[CH2:9][O:8][C:7](=[O:11])[C:6]=2[CH:5]=[CH:4][C:3]=1[C@H:12]1[CH2:14][O:13]1.[CH3:15][C:16]1[C:24]2[CH2:23][O:22][C:21](=[O:25])[C:20]=2[CH:19]=[CH:18][C:17]=1[CH:26]1[CH2:28][O:27]1.[NH:29]1[CH2:35][CH2:34][CH2:33][NH:32][CH2:31][CH2:30]1, predict the reaction product. The product is: [N:29]1([CH2:28][CH:26]([C:17]2[CH:18]=[CH:19][C:20]3[C:21](=[O:25])[O:22][CH2:23][C:24]=3[C:16]=2[CH3:15])[OH:27])[CH2:35][CH2:34][CH2:33][N:32]([CH2:14][CH:12]([C:3]2[CH:4]=[CH:5][C:6]3[C:7](=[O:11])[O:8][CH2:9][C:10]=3[C:2]=2[CH3:1])[OH:13])[CH2:31][CH2:30]1.